This data is from Reaction yield outcomes from USPTO patents with 853,638 reactions. The task is: Predict the reaction yield, written as a fraction of the theoretical maximum amount of product (1.0 means a 100% yield; for example, 0.34 means a 34% yield). (1) The reactants are [OH:1][C:2]1[CH:9]=[CH:8][C:7]([O:10][CH3:11])=[CH:6][C:3]=1[CH:4]=[O:5].C(=O)([O-])[O-].[Cs+].[Cs+].[CH3:18][S:19]([O:22][CH2:23][CH2:24]OS(C)(=O)=O)(=[O:21])=[O:20]. The catalyst is CN(C=O)C. The product is [CH3:11][O:10][C:7]1[CH:8]=[CH:9][C:2]([O:1][CH2:24][CH2:23][O:22][S:19]([CH3:18])(=[O:21])=[O:20])=[C:3]([CH:6]=1)[CH:4]=[O:5]. The yield is 0.780. (2) The reactants are [F:1][C:2]1([CH3:38])[CH2:6][N:5](C(OCC2C=CC=CC=2)=O)[C@H:4]([C:17](=[O:37])[NH:18][CH2:19][C:20]2[CH:25]=[C:24]([C:26]3[CH:31]=[CH:30][C:29]([O:32][C:33]([F:36])([F:35])[F:34])=[CH:28][CH:27]=3)[N:23]=[CH:22][N:21]=2)[CH2:3]1.[H][H]. The catalyst is C(O)C.[Pd]. The product is [F:1][C:2]1([CH3:38])[CH2:6][NH:5][C@H:4]([C:17]([NH:18][CH2:19][C:20]2[CH:25]=[C:24]([C:26]3[CH:27]=[CH:28][C:29]([O:32][C:33]([F:34])([F:35])[F:36])=[CH:30][CH:31]=3)[N:23]=[CH:22][N:21]=2)=[O:37])[CH2:3]1. The yield is 0.690. (3) The reactants are [OH:1][CH2:2][CH2:3][CH2:4][N:5]1[C:13]2[C:8](=[CH:9][CH:10]=[CH:11][CH:12]=2)[C:7]2([CH2:17][O:16][C:15]3[CH:18]=[C:19]4[C:23](=[CH:24][C:14]2=3)[CH2:22][CH2:21][O:20]4)[C:6]1=[O:25].CC(OI1(OC(C)=O)(OC(C)=O)OC(=O)C2C=CC=CC1=2)=O. The catalyst is ClCCl.C(OCC)(=O)C. The product is [O:25]=[C:6]1[C:7]2([CH2:17][O:16][C:15]3[CH:18]=[C:19]4[C:23](=[CH:24][C:14]2=3)[CH2:22][CH2:21][O:20]4)[C:8]2[C:13](=[CH:12][CH:11]=[CH:10][CH:9]=2)[N:5]1[CH2:4][CH2:3][CH:2]=[O:1]. The yield is 0.870. (4) The reactants are [N:1]1[CH:6]=[CH:5][C:4]([C:7](Cl)=[O:8])=[CH:3][CH:2]=1.[C:10]([C:13]1[C:14]([OH:23])=[C:15]([CH:20]=[CH:21][CH:22]=1)[C:16]([O:18][CH3:19])=[O:17])(=[O:12])[CH3:11].CCN(C(C)C)C(C)C.O. The catalyst is CC#N. The product is [C:7]([O:23][C:14]1[C:15]([C:16]([O:18][CH3:19])=[O:17])=[CH:20][CH:21]=[CH:22][C:13]=1[C:10](=[O:12])[CH3:11])(=[O:8])[C:4]1[CH:5]=[CH:6][N:1]=[CH:2][CH:3]=1. The yield is 0.830. (5) The reactants are [Cl:1][C:2]1[CH:7]=[CH:6][C:5]([OH:8])=[C:4]([I:9])[CH:3]=1.N1C=CN=C1.[C:15]([Si:19](Cl)([CH3:21])[CH3:20])([CH3:18])([CH3:17])[CH3:16]. The catalyst is ClCCl. The product is [C:15]([Si:19]([O:8][C:5]1[CH:6]=[CH:7][C:2]([Cl:1])=[CH:3][C:4]=1[I:9])([CH3:21])[CH3:20])([CH3:18])([CH3:17])[CH3:16]. The yield is 0.950. (6) The reactants are [CH3:1][N:2]1[CH2:7][CH2:6][C:5](=O)[CH2:4][CH2:3]1.[CH3:9][C:10]1[CH:17]=[CH:16][C:13]([CH2:14][NH2:15])=[CH:12][CH:11]=1.C(O)(=O)C.[BH3-]C#N.[Na+]. The catalyst is CO. The product is [CH3:9][C:10]1[CH:17]=[CH:16][C:13]([CH2:14][NH:15][CH:5]2[CH2:6][CH2:7][N:2]([CH3:1])[CH2:3][CH2:4]2)=[CH:12][CH:11]=1. The yield is 0.930.